Dataset: Forward reaction prediction with 1.9M reactions from USPTO patents (1976-2016). Task: Predict the product of the given reaction. The product is: [F:1][C:2]1[CH:3]=[CH:4][C:5]([CH2:6][N:7]2[C:15]3[C:10](=[CH:11][C:12]([S:16]([CH3:19])(=[O:17])=[O:18])=[CH:13][CH:14]=3)[CH:9]=[C:8]2[C:20]2[CH:25]=[CH:24][C:23]([C:26]([NH:32][CH3:31])=[O:28])=[CH:22][N:21]=2)=[CH:29][CH:30]=1. Given the reactants [F:1][C:2]1[CH:30]=[CH:29][C:5]([CH2:6][N:7]2[C:15]3[C:10](=[CH:11][C:12]([S:16]([CH3:19])(=[O:18])=[O:17])=[CH:13][CH:14]=3)[CH:9]=[C:8]2[C:20]2[CH:25]=[CH:24][C:23]([C:26]([OH:28])=O)=[CH:22][N:21]=2)=[CH:4][CH:3]=1.[CH3:31][NH2:32].CO, predict the reaction product.